From a dataset of Full USPTO retrosynthesis dataset with 1.9M reactions from patents (1976-2016). Predict the reactants needed to synthesize the given product. Given the product [F:8][C:4]1[CH:5]=[CH:6][CH:7]=[C:2]([N:9]2[CH:13]=[CH:12][CH:11]=[N:10]2)[N:3]=1, predict the reactants needed to synthesize it. The reactants are: F[C:2]1[CH:7]=[CH:6][CH:5]=[C:4]([F:8])[N:3]=1.[NH:9]1[CH:13]=[CH:12][CH:11]=[N:10]1.